Dataset: Catalyst prediction with 721,799 reactions and 888 catalyst types from USPTO. Task: Predict which catalyst facilitates the given reaction. (1) Reactant: [CH3:1][N:2]1[CH2:7][CH2:6][N:5]2[N:8]=[C:9]([C:14]([NH2:16])=[O:15])[C:10]([N+:11]([O-])=O)=[C:4]2[C:3]1=[O:17]. Product: [NH2:11][C:10]1[C:9]([C:14]([NH2:16])=[O:15])=[N:8][N:5]2[CH2:6][CH2:7][N:2]([CH3:1])[C:3](=[O:17])[C:4]=12. The catalyst class is: 331. (2) Reactant: Cl.[Cl:2][C:3]1[CH:8]=[C:7]([C:9]2[CH:14]=[CH:13][CH:12]=[C:11]([Cl:15])[CH:10]=2)[N:6]=[C:5]2[CH2:16][CH2:17][CH2:18][C:4]=12.[CH3:19][O:20][CH2:21][CH2:22][C:23]1[CH:29]=[CH:28][C:26]([NH2:27])=[CH:25][CH:24]=1. Product: [ClH:2].[Cl:15][C:11]1[CH:10]=[C:9]([C:7]2[N:6]=[C:5]3[CH2:16][CH2:17][CH2:18][C:4]3=[C:3]([NH:27][C:26]3[CH:25]=[CH:24][C:23]([CH2:22][CH2:21][O:20][CH3:19])=[CH:29][CH:28]=3)[CH:8]=2)[CH:14]=[CH:13][CH:12]=1. The catalyst class is: 32. (3) Reactant: [OH-].[Na+].[CH2:3]([O:10][C:11]1[CH:16]=[CH:15][C:14]([C@@H:17]([OH:27])[C@@H:18]([NH:20]C(=O)C(F)(F)F)[CH3:19])=[CH:13][C:12]=1[NH:28][S:29]([CH3:32])(=[O:31])=[O:30])[C:4]1[CH:9]=[CH:8][CH:7]=[CH:6][CH:5]=1.Cl. Product: [NH2:20][C@@H:18]([CH3:19])[C@@H:17]([C:14]1[CH:15]=[CH:16][C:11]([O:10][CH2:3][C:4]2[CH:5]=[CH:6][CH:7]=[CH:8][CH:9]=2)=[C:12]([NH:28][S:29]([CH3:32])(=[O:31])=[O:30])[CH:13]=1)[OH:27]. The catalyst class is: 5. (4) Reactant: [C:1]([O:5][C:6]([NH:8][C@@H:9]([CH3:13])[C:10]([OH:12])=O)=[O:7])([CH3:4])([CH3:3])[CH3:2].Cl.[CH3:15][NH:16][O:17][CH3:18].C1C=NC2N(O)N=NC=2C=1.CCN(CC)CC.CCN=C=NCCCN(C)C. Product: [C:1]([O:5][C:6](=[O:7])[NH:8][C@@H:9]([CH3:13])[C:10]([N:16]([O:17][CH3:18])[CH3:15])=[O:12])([CH3:2])([CH3:3])[CH3:4]. The catalyst class is: 2.